Dataset: Forward reaction prediction with 1.9M reactions from USPTO patents (1976-2016). Task: Predict the product of the given reaction. (1) Given the reactants [C:1]([O:5][C:6]([NH:8][C@@H:9]1[C:18]2[S:17][CH:16]=[N:15][C:14]=2/[C:13](=C/C(OC)=O)/[CH2:12][CH2:11][C@H:10]1[C:24]1[CH:29]=[CH:28][CH:27]=[C:26]([F:30])[C:25]=1[F:31])=[O:7])([CH3:4])([CH3:3])[CH3:2].[O:32]=[O+][O-], predict the reaction product. The product is: [F:31][C:25]1[C:26]([F:30])=[CH:27][CH:28]=[CH:29][C:24]=1[C@@H:10]1[CH2:11][CH2:12][C:13](=[O:32])[C:14]2[N:15]=[CH:16][S:17][C:18]=2[C@H:9]1[NH:8][C:6](=[O:7])[O:5][C:1]([CH3:3])([CH3:4])[CH3:2]. (2) Given the reactants FC(F)(F)C(O)=O.C([O:12][C:13]([N:15]1[CH2:20][CH2:19][CH:18]([N:21]2[C:25]3=[N:26][CH:27]=[N:28][C:29]([O:30][C:31]4[C:32]([CH3:37])=[N:33][CH:34]=[CH:35][CH:36]=4)=[C:24]3[CH:23]=[N:22]2)[CH2:17][CH2:16]1)=[O:14])(C)(C)C.ClC(O[CH2:42][CH:43]([CH3:45])[CH3:44])=O.C(N(CC)CC)C, predict the reaction product. The product is: [CH2:42]([O:12][C:13]([N:15]1[CH2:20][CH2:19][CH:18]([N:21]2[C:25]3=[N:26][CH:27]=[N:28][C:29]([O:30][C:31]4[C:32]([CH3:37])=[N:33][CH:34]=[CH:35][CH:36]=4)=[C:24]3[CH:23]=[N:22]2)[CH2:17][CH2:16]1)=[O:14])[CH:43]([CH3:45])[CH3:44]. (3) Given the reactants [N:1]1[CH:6]=[CH:5][CH:4]=[CH:3][C:2]=1[C:7]([C:9]1([C:13]2[CH:18]=[CH:17][C:16]([O:19][C:20]([F:23])([F:22])[F:21])=[CH:15][CH:14]=2)[CH2:12][CH2:11][CH2:10]1)=[O:8].C(N(CC)CC)C.C(O)=O, predict the reaction product. The product is: [N:1]1[CH:6]=[CH:5][CH:4]=[CH:3][C:2]=1[C@H:7]([C:9]1([C:13]2[CH:14]=[CH:15][C:16]([O:19][C:20]([F:21])([F:22])[F:23])=[CH:17][CH:18]=2)[CH2:12][CH2:11][CH2:10]1)[OH:8]. (4) Given the reactants C([O:8][C:9]1[CH:14]=[CH:13][C:12]([CH2:15][CH2:16][S:17]([CH3:20])(=[O:19])=[O:18])=[CH:11][C:10]=1[F:21])C1C=CC=CC=1, predict the reaction product. The product is: [F:21][C:10]1[CH:11]=[C:12]([CH2:15][CH2:16][S:17]([CH3:20])(=[O:18])=[O:19])[CH:13]=[CH:14][C:9]=1[OH:8]. (5) The product is: [F:1][C:2]1[CH:9]=[C:8]([O:10][CH2:11][C:12]2[CH:17]=[CH:16][C:15]([Cl:18])=[C:14]([C:19]([F:20])([F:22])[F:21])[CH:13]=2)[C:7]([F:23])=[CH:6][C:3]=1[C:4]([NH2:5])=[O:25]. Given the reactants [F:1][C:2]1[CH:9]=[C:8]([O:10][CH2:11][C:12]2[CH:17]=[CH:16][C:15]([Cl:18])=[C:14]([C:19]([F:22])([F:21])[F:20])[CH:13]=2)[C:7]([F:23])=[CH:6][C:3]=1[C:4]#[N:5].C(=O)([O-])[O-:25].[K+].[K+].OO.O, predict the reaction product. (6) Given the reactants [OH:1][CH:2]([CH2:6][C:7]1[CH:12]=[CH:11][C:10]([OH:13])=[CH:9][CH:8]=1)[C:3]([OH:5])=[O:4].Cl.[CH3:15]O, predict the reaction product. The product is: [CH3:15][O:4][C:3](=[O:5])[CH:2]([OH:1])[CH2:6][C:7]1[CH:8]=[CH:9][C:10]([OH:13])=[CH:11][CH:12]=1.